From a dataset of Catalyst prediction with 721,799 reactions and 888 catalyst types from USPTO. Predict which catalyst facilitates the given reaction. Reactant: [NH2:1][CH:2]1[CH:11]([OH:12])[C:10]2[C:5](=[CH:6][C:7]([C:13]3[N:17]=[C:16]([C:18]4[O:22][N:21]=[C:20]([C:23]5[CH:28]=[CH:27][CH:26]=[CH:25][CH:24]=5)[C:19]=4[C:29]([F:32])([F:31])[F:30])[O:15][N:14]=3)=[CH:8][CH:9]=2)[O:4][CH2:3]1.[CH3:33][C:34]([O:37][C:38](O[C:38]([O:37][C:34]([CH3:36])([CH3:35])[CH3:33])=[O:39])=[O:39])([CH3:36])[CH3:35].CCOC(C)=O. Product: [C:34]([O:37][C:38](=[O:39])[NH:1][CH:2]1[CH:11]([OH:12])[C:10]2[C:5](=[CH:6][C:7]([C:13]3[N:17]=[C:16]([C:18]4[O:22][N:21]=[C:20]([C:23]5[CH:28]=[CH:27][CH:26]=[CH:25][CH:24]=5)[C:19]=4[C:29]([F:32])([F:31])[F:30])[O:15][N:14]=3)=[CH:8][CH:9]=2)[O:4][CH2:3]1)([CH3:36])([CH3:35])[CH3:33]. The catalyst class is: 20.